Dataset: Reaction yield outcomes from USPTO patents with 853,638 reactions. Task: Predict the reaction yield, written as a fraction of the theoretical maximum amount of product (1.0 means a 100% yield; for example, 0.34 means a 34% yield). (1) The reactants are [Cl:1][C:2]1[CH:7]=[C:6]([Cl:8])[CH:5]=[CH:4][C:3]=1[C:9]1[N:10]=[C:11](/[CH:24]=[CH:25]/[C:26]2[CH:31]=[CH:30][C:29]([C:32]3[CH:37]=[CH:36][CH:35]=[C:34]([C:38]([F:41])([F:40])[F:39])[CH:33]=3)=[CH:28][CH:27]=2)[N:12]([CH2:14][C:15]2[CH:23]=[CH:22][C:18]([C:19](O)=[O:20])=[CH:17][CH:16]=2)[CH:13]=1.C(Cl)(=O)C(Cl)=O.C([N-]C(C)C)(C)C.[Li+].[C:56]([O:59][CH2:60][CH3:61])(=[O:58])[CH3:57]. The catalyst is C(Cl)Cl.CN(C=O)C.C1COCC1. The product is [CH2:60]([O:59][C:56](=[O:58])[CH2:57][C:19]([C:18]1[CH:22]=[CH:23][C:15]([CH2:14][N:12]2[CH:13]=[C:9]([C:3]3[CH:4]=[CH:5][C:6]([Cl:8])=[CH:7][C:2]=3[Cl:1])[N:10]=[C:11]2/[CH:24]=[CH:25]/[C:26]2[CH:31]=[CH:30][C:29]([C:32]3[CH:37]=[CH:36][CH:35]=[C:34]([C:38]([F:39])([F:40])[F:41])[CH:33]=3)=[CH:28][CH:27]=2)=[CH:16][CH:17]=1)=[O:20])[CH3:61]. The yield is 0.270. (2) The reactants are C([C@@H:3]1[C@@H:7]([C:8]2[CH:13]=[CH:12][CH:11]=[CH:10][CH:9]=2)[O:6][C:5]([CH3:15])([CH3:14])[N:4]1[C:16]([O:18][C:19]([CH3:22])([CH3:21])[CH3:20])=[O:17])=O.C1(P(=[CH:42][CH:43]=[O:44])(C2C=CC=CC=2)C2C=CC=CC=2)C=CC=CC=1.[CH2:45](Cl)Cl. No catalyst specified. The product is [CH3:14][C:5]1([CH3:15])[N:4]([C:16]([O:18][C:19]([CH3:21])([CH3:20])[CH3:22])=[O:17])[C@H:3](/[CH:45]=[CH:42]/[CH:43]=[O:44])[C@@H:7]([C:8]2[CH:13]=[CH:12][CH:11]=[CH:10][CH:9]=2)[O:6]1. The yield is 0.720. (3) The reactants are C1(C)C=CC(S(O[CH:11]([CH2:13]/[CH:14]=[CH:15]/[C:16]2[CH:17]=[N:18][CH:19]=[CH:20][CH:21]=2)[CH3:12])(=O)=O)=CC=1.[CH3:23][NH2:24]. The catalyst is C(O)C. The product is [CH3:23][NH:24][CH:11]([CH2:13]/[CH:14]=[CH:15]/[C:16]1[CH:17]=[N:18][CH:19]=[CH:20][CH:21]=1)[CH3:12]. The yield is 0.516. (4) The reactants are Cl.O.[OH:3][C:4]12[C:15]3[C:10](=[CH:11][CH:12]=[CH:13][C:14]=3[N+:16]([O-])=O)[C:9](=[O:19])[C:8]1([NH:20][C:21]([C:23]1[CH:24]=[C:25]3[N:30]([CH:31]=1)[CH:29]=[CH:28][CH:27]=[CH:26]3)=[O:22])[C:7]1[CH:32]=[CH:33][C:34]([CH:36]([CH3:38])[CH3:37])=[CH:35][C:6]=1[O:5]2. The catalyst is C(O)C.[Fe]. The product is [NH2:16][C:14]1[CH:13]=[CH:12][CH:11]=[C:10]2[C:15]=1[C:4](=[O:3])[C:8]1([NH:20][C:21]([C:23]3[CH:24]=[C:25]4[N:30]([CH:31]=3)[CH:29]=[CH:28][CH:27]=[CH:26]4)=[O:22])[C:7]3[CH:32]=[CH:33][C:34]([CH:36]([CH3:37])[CH3:38])=[CH:35][C:6]=3[O:5][C:9]12[OH:19]. The yield is 0.210. (5) The reactants are [NH2:1][C:2]1[C:11]2[C:6](=[C:7](Br)[CH:8]=[CH:9][CH:10]=2)[N:5]=[N:4][C:3]=1[C:13]([NH:15][CH:16]1[CH2:18][CH2:17]1)=[O:14].[F:19][C:20]1[CH:21]=[C:22](B(O)O)[CH:23]=[N:24][C:25]=1[O:26][CH3:27]. No catalyst specified. The product is [NH2:1][C:2]1[C:11]2[C:6](=[C:7]([C:22]3[CH:23]=[N:24][C:25]([O:26][CH3:27])=[C:20]([F:19])[CH:21]=3)[CH:8]=[CH:9][CH:10]=2)[N:5]=[N:4][C:3]=1[C:13]([NH:15][CH:16]1[CH2:18][CH2:17]1)=[O:14]. The yield is 0.880. (6) The reactants are [N:1]1([C@H:10]2[CH2:13][C@H:12]([NH2:14])[CH2:11]2)[C:5]2=[N:6][CH:7]=[CH:8][CH:9]=[C:4]2[CH:3]=[CH:2]1.C(N(CC)C(C)C)(C)C.Cl[C:25]1[S:26][C:27]2[CH:33]=[CH:32][CH:31]=[CH:30][C:28]=2[N:29]=1. The catalyst is CN(C)C1C=CN=CC=1.CS(C)=O. The product is [N:1]1([C@H:10]2[CH2:11][C@H:12]([NH:14][C:25]3[S:26][C:27]4[CH:33]=[CH:32][CH:31]=[CH:30][C:28]=4[N:29]=3)[CH2:13]2)[C:5]2=[N:6][CH:7]=[CH:8][CH:9]=[C:4]2[CH:3]=[CH:2]1. The yield is 0.170. (7) The reactants are Cl[C:2]1[C:3]2[CH2:17][CH2:16][CH2:15][C:4]=2[N:5]=[C:6]([C:8]2[CH:13]=[CH:12][CH:11]=[C:10]([Cl:14])[CH:9]=2)[N:7]=1.[NH2:18][C:19](=[O:33])[CH:20]([CH2:25][C:26]1[CH:31]=[CH:30][C:29]([NH2:32])=[CH:28][CH:27]=1)C(OC)=O. No catalyst specified. The product is [Cl:14][C:10]1[CH:9]=[C:8]([C:6]2[N:7]=[C:2]([NH:32][C:29]3[CH:28]=[CH:27][C:26]([CH2:25][CH2:20][C:19]([NH2:18])=[O:33])=[CH:31][CH:30]=3)[C:3]3[CH2:17][CH2:16][CH2:15][C:4]=3[N:5]=2)[CH:13]=[CH:12][CH:11]=1. The yield is 0.230. (8) The reactants are CC(C)(C)[C@H](NC(=O)[C@@H](NC)C)C(N1[C@H](C(=O)N[C@H]2C3C(=CC=CC=3)CCC2)CC2C(=CC(NC(=O)CC[C:33]([NH:35][C@H:36]3[CH2:40][C@@H:39]([C:41](=[O:53])[NH:42][C@H:43]4[C:52]5[C:47](=[CH:48][CH:49]=[CH:50][CH:51]=5)[CH2:46][CH2:45][CH2:44]4)[N:38]([C:54](=[O:67])[C@@H:55]([NH:60][C:61](=[O:66])[C@@H:62]([NH:64][CH3:65])[CH3:63])[C:56]([CH3:59])([CH3:58])[CH3:57])[CH2:37]3)=[O:34])=CC=2)C1)=O.C(O[C:83]([N:85](C)[C@@H:86]([CH3:127])[C:87]([NH:89][C@@H:90]([C:123]([CH3:126])([CH3:125])[CH3:124])[C:91]([N:93]1[CH2:98][CH2:97][C@@H:96]([O:99][CH2:100][C:101]2[CH:109]=[CH:108][C:104](C(O)=O)=[CH:103][CH:102]=2)[CH2:95][C@H:94]1[C:110](=[O:122])[NH:111][C@H:112]1[C:121]2[C:116](=[CH:117][CH:118]=[CH:119][CH:120]=2)[CH2:115][CH2:114][CH2:113]1)=[O:92])=[O:88])=O)(C)(C)C.N[C@@H]1CN(C(=O)[C@@H](NC(=O)[C@@H](N(C)C(=O)OC(C)(C)C)C)C(C)(C)C)[C@H](C(=O)N[C@H]2C3C(=CC=CC=3)CCC2)C1.C(O)(C(F)(F)F)=O. The catalyst is C(Cl)Cl. The product is [CH3:125][C:123]([CH3:124])([CH3:126])[C@H:90]([NH:89][C:87](=[O:88])[C@@H:86]([NH:85][CH3:83])[CH3:127])[C:91]([N:93]1[CH2:98][CH2:97][C@@H:96]([O:99][CH2:100][C:101]2[CH:109]=[CH:108][C:104]([C:33](=[O:34])[NH:35][C@H:36]3[CH2:40][C@@H:39]([C:41](=[O:53])[NH:42][C@H:43]4[C:52]5[C:47](=[CH:48][CH:49]=[CH:50][CH:51]=5)[CH2:46][CH2:45][CH2:44]4)[N:38]([C:54](=[O:67])[C@@H:55]([NH:60][C:61](=[O:66])[C@@H:62]([NH:64][CH3:65])[CH3:63])[C:56]([CH3:57])([CH3:59])[CH3:58])[CH2:37]3)=[CH:103][CH:102]=2)[CH2:95][C@H:94]1[C:110]([NH:111][C@H:112]1[C:121]2[C:116](=[CH:117][CH:118]=[CH:119][CH:120]=2)[CH2:115][CH2:114][CH2:113]1)=[O:122])=[O:92]. The yield is 0.100. (9) The reactants are Cl[C:2]1[N:11]=[C:10]([NH:12][CH2:13][CH:14]([C:20]2[CH:25]=[CH:24][CH:23]=[CH:22][CH:21]=2)[C:15]2[NH:16][CH:17]=[CH:18][CH:19]=2)[C:9]2[C:4](=[CH:5][CH:6]=[CH:7][CH:8]=2)[N:3]=1.[N:26]1[CH:27]=[CH:28][N:29]2[CH:34]=[C:33](B(O)O)[CH:32]=[CH:31][C:30]=12.C([O-])([O-])=O.[K+].[K+]. The catalyst is O1CCOCC1.O.C1C=CC([P]([Pd]([P](C2C=CC=CC=2)(C2C=CC=CC=2)C2C=CC=CC=2)([P](C2C=CC=CC=2)(C2C=CC=CC=2)C2C=CC=CC=2)[P](C2C=CC=CC=2)(C2C=CC=CC=2)C2C=CC=CC=2)(C2C=CC=CC=2)C2C=CC=CC=2)=CC=1. The product is [N:26]1[CH:27]=[CH:28][N:29]2[CH:34]=[C:33]([C:2]3[N:11]=[C:10]([NH:12][CH2:13][CH:14]([C:20]4[CH:25]=[CH:24][CH:23]=[CH:22][CH:21]=4)[C:15]4[NH:16][CH:17]=[CH:18][CH:19]=4)[C:9]4[C:4](=[CH:5][CH:6]=[CH:7][CH:8]=4)[N:3]=3)[CH:32]=[CH:31][C:30]=12. The yield is 0.650. (10) The yield is 0.0200. The product is [F:50][C:10]1([F:9])[CH2:11][CH2:12][CH:13]([O:16][C:17]2[CH:18]=[CH:19][C:20]([N:23]3[C:28](=[O:29])[C:27]([CH2:30][C:31]4[CH:36]=[CH:35][C:34]([C:37]5[CH:42]=[CH:41][CH:40]=[CH:39][C:38]=5[C:43]5[NH:2][C:4](=[O:7])[O:5][N:44]=5)=[CH:33][CH:32]=4)=[C:26]([CH2:45][CH2:46][CH3:47])[N:25]=[C:24]3[CH2:48][CH3:49])=[CH:21][CH:22]=2)[CH2:14][CH2:15]1. The catalyst is CS(C)=O. The reactants are Cl.[NH2:2]O.[C:4](=[O:7])([O-])[OH:5].[Na+].[F:9][C:10]1([F:50])[CH2:15][CH2:14][CH:13]([O:16][C:17]2[CH:22]=[CH:21][C:20]([N:23]3[C:28](=[O:29])[C:27]([CH2:30][C:31]4[CH:36]=[CH:35][C:34]([C:37]5[C:38]([C:43]#[N:44])=[CH:39][CH:40]=[CH:41][CH:42]=5)=[CH:33][CH:32]=4)=[C:26]([CH2:45][CH2:46][CH3:47])[N:25]=[C:24]3[CH2:48][CH3:49])=[CH:19][CH:18]=2)[CH2:12][CH2:11]1.O.